Task: Predict the product of the given reaction.. Dataset: Forward reaction prediction with 1.9M reactions from USPTO patents (1976-2016) (1) The product is: [N:1]1([C:2]2[CH:7]=[N:6][C:5]([N:8]3[CH2:13][CH2:12][CH2:11][C:10]4([CH2:18][CH2:17][N:16]([C:19]([O:21][C:22]([CH3:25])([CH3:24])[CH3:23])=[O:20])[CH2:15][CH2:14]4)[CH2:9]3)=[N:4][CH:3]=2)[CH:30]=[N:28][N:27]=[N:26]1. Given the reactants [NH2:1][C:2]1[CH:3]=[N:4][C:5]([N:8]2[CH2:13][CH2:12][CH2:11][C:10]3([CH2:18][CH2:17][N:16]([C:19]([O:21][C:22]([CH3:25])([CH3:24])[CH3:23])=[O:20])[CH2:15][CH2:14]3)[CH2:9]2)=[N:6][CH:7]=1.[N-:26]=[N+:27]=[N-:28].[Na+].[CH:30](OCC)(OCC)OCC, predict the reaction product. (2) Given the reactants [NH2:1][CH:2]([C:6]1[CH:11]=[CH:10][CH:9]=[C:8]([Br:12])[CH:7]=1)[C:3]([NH2:5])=[O:4].[C:13]1(=O)[CH2:18][CH2:17][CH2:16][CH2:15][CH2:14]1, predict the reaction product. The product is: [Br:12][C:8]1[CH:7]=[C:6]([CH:2]2[NH:1][C:13]3([CH2:18][CH2:17][CH2:16][CH2:15][CH2:14]3)[NH:5][C:3]2=[O:4])[CH:11]=[CH:10][CH:9]=1. (3) Given the reactants Cl.[F:2][C:3]1[CH:11]=[C:10]2[C:6]([C:7]([C:21]3[CH:22]=[N:23][N:24]([CH:26]4[CH2:31][CH2:30][NH:29][CH2:28][CH2:27]4)[CH:25]=3)=[CH:8][N:9]2[S:12]([C:15]2[CH:20]=[CH:19][CH:18]=[CH:17][CH:16]=2)(=[O:14])=[O:13])=[CH:5][CH:4]=1.CCN(CC)CC.[CH3:39][S:40](Cl)(=[O:42])=[O:41], predict the reaction product. The product is: [F:2][C:3]1[CH:11]=[C:10]2[C:6]([C:7]([C:21]3[CH:22]=[N:23][N:24]([CH:26]4[CH2:31][CH2:30][N:29]([S:40]([CH3:39])(=[O:42])=[O:41])[CH2:28][CH2:27]4)[CH:25]=3)=[CH:8][N:9]2[S:12]([C:15]2[CH:16]=[CH:17][CH:18]=[CH:19][CH:20]=2)(=[O:13])=[O:14])=[CH:5][CH:4]=1. (4) The product is: [CH3:1][S:2]([C:5]1[CH:6]=[CH:7][C:8](/[CH:11]=[CH:12]/[C:13]([N:32]2[C@@H:33]([C:36]3[CH:41]=[CH:40][CH:39]=[CH:38][CH:37]=3)[C@@H:34]([CH3:35])[N:30]([CH3:29])[C:31]2=[O:42])=[O:15])=[CH:9][CH:10]=1)(=[O:3])=[O:4]. Given the reactants [CH3:1][S:2]([C:5]1[CH:10]=[CH:9][C:8]([CH:11]=[CH:12][C:13]([OH:15])=O)=[CH:7][CH:6]=1)(=[O:4])=[O:3].S(Cl)(Cl)=O.CCN(C(C)C)C(C)C.[CH3:29][N:30]1[C@H:34]([CH3:35])[C@H:33]([C:36]2[CH:41]=[CH:40][CH:39]=[CH:38][CH:37]=2)[NH:32][C:31]1=[O:42], predict the reaction product. (5) Given the reactants [C:1]([CH2:4][NH:5][CH:6]1[CH2:10][CH2:9][N:8]([C:11]2[CH:16]=[CH:15][C:14]([NH:17][C:18](=[O:28])[CH:19]([C:21]3[CH:26]=[CH:25][C:24]([OH:27])=[CH:23][CH:22]=3)[CH3:20])=[CH:13][CH:12]=2)[CH2:7]1)(=[O:3])[CH3:2].Br[CH2:30][CH:31]1[CH2:33][CH2:32]1, predict the reaction product. The product is: [C:1]([CH2:4][NH:5][CH:6]1[CH2:10][CH2:9][N:8]([C:11]2[CH:12]=[CH:13][C:14]([NH:17][C:18](=[O:28])[CH:19]([C:21]3[CH:26]=[CH:25][C:24]([O:27][CH2:30][CH:31]4[CH2:33][CH2:32]4)=[CH:23][CH:22]=3)[CH3:20])=[CH:15][CH:16]=2)[CH2:7]1)(=[O:3])[CH3:2]. (6) Given the reactants [H-].[Na+].Cl[C:4]1[CH:13]=[CH:12][C:11]2[C:6](=[C:7]([C:14]([OH:16])=[O:15])[CH:8]=[CH:9][CH:10]=2)[N:5]=1.[NH2:17][C:18]1[CH:23]=[CH:22][CH:21]=[CH:20][CH:19]=1, predict the reaction product. The product is: [C:18]1([NH:17][C:4]2[CH:13]=[CH:12][C:11]3[C:6](=[C:7]([C:14]([OH:16])=[O:15])[CH:8]=[CH:9][CH:10]=3)[N:5]=2)[CH:23]=[CH:22][CH:21]=[CH:20][CH:19]=1. (7) The product is: [CH2:1]([N:3]1[C:9](=[O:10])[C:8]([CH3:12])([CH3:11])[C:7](=[O:13])[N:6]([CH3:14])[C:5]2[CH:15]=[C:16]([CH2:19][NH:20][CH2:28][C:29]3[C:30]([CH2:35][OH:36])=[N:31][CH:32]=[CH:33][CH:34]=3)[CH:17]=[CH:18][C:4]1=2)[CH3:2]. Given the reactants [CH2:1]([N:3]1[C:9](=[O:10])[C:8]([CH3:12])([CH3:11])[C:7](=[O:13])[N:6]([CH3:14])[C:5]2[CH:15]=[C:16]([CH2:19][N:20]([CH2:28][C:29]3[C:30]([CH2:35][OH:36])=[N:31][CH:32]=[CH:33][CH:34]=3)C(=O)OC(C)(C)C)[CH:17]=[CH:18][C:4]1=2)[CH3:2].Cl, predict the reaction product.